This data is from Peptide-MHC class I binding affinity with 185,985 pairs from IEDB/IMGT. The task is: Regression. Given a peptide amino acid sequence and an MHC pseudo amino acid sequence, predict their binding affinity value. This is MHC class I binding data. (1) The peptide sequence is LRKERLAKL. The MHC is HLA-A02:11 with pseudo-sequence HLA-A02:11. The binding affinity (normalized) is 0.0847. (2) The peptide sequence is LRYGNVLDV. The MHC is HLA-A02:19 with pseudo-sequence YFAMYGEKVAHTHVDTLYVRYHYYTWAVQAYTGY. The binding affinity (normalized) is 0.0847. (3) The peptide sequence is LLKYAGLTI. The MHC is HLA-A32:01 with pseudo-sequence HLA-A32:01. The binding affinity (normalized) is 0.135. (4) The binding affinity (normalized) is 0.174. The MHC is Patr-A0701 with pseudo-sequence Patr-A0701. The peptide sequence is ELMTLATWV. (5) The peptide sequence is RYEFTAPFI. The binding affinity (normalized) is 0.0847. The MHC is HLA-A29:02 with pseudo-sequence HLA-A29:02.